From a dataset of Full USPTO retrosynthesis dataset with 1.9M reactions from patents (1976-2016). Predict the reactants needed to synthesize the given product. (1) Given the product [OH:9][CH2:8][C@H:3]1[CH2:4][CH2:5][CH2:6][CH2:7][C@@H:2]1[NH:1][CH:14]1[CH2:19][CH2:18][N:17]([C:20]([O:22][C:23]([CH3:26])([CH3:25])[CH3:24])=[O:21])[CH2:16][CH2:15]1, predict the reactants needed to synthesize it. The reactants are: [NH2:1][C@H:2]1[CH2:7][CH2:6][CH2:5][CH2:4][C@@H:3]1[CH2:8][OH:9].CO[Na].O=[C:14]1[CH2:19][CH2:18][N:17]([C:20]([O:22][C:23]([CH3:26])([CH3:25])[CH3:24])=[O:21])[CH2:16][CH2:15]1.[BH3-]C#N.[Na+]. (2) Given the product [OH:18][C:6]1[C:7]([NH:8][C:9](=[O:17])[C:10]2[CH:15]=[CH:14][CH:13]=[C:12]([CH3:16])[CH:11]=2)=[C:2]([OH:1])[N:3]=[C:4]([S:19][CH3:23])[N:5]=1, predict the reactants needed to synthesize it. The reactants are: [OH:1][C:2]1[C:7]([NH:8][C:9](=[O:17])[C:10]2[CH:15]=[CH:14][CH:13]=[C:12]([CH3:16])[CH:11]=2)=[C:6]([OH:18])[N:5]=[C:4]([SH:19])[N:3]=1.[OH-].[Na+].I[CH3:23].Cl. (3) Given the product [CH2:44]([O:43][C:41](=[O:42])[CH2:40][CH2:39][N:1]1[C:5]2[CH:6]=[CH:7][CH:8]=[CH:9][C:4]=2[N:3]=[C:2]1[C:10]([N:12]([CH2:34][CH:35]([CH3:37])[CH3:36])[C@H:13]1[CH2:18][C@@H:17]([C:19]([N:21]2[CH2:22][CH2:23][O:24][CH2:25][CH2:26]2)=[O:20])[CH2:16][N:15]([C:27]([O:29][C:30]([CH3:31])([CH3:32])[CH3:33])=[O:28])[CH2:14]1)=[O:11])[CH3:45], predict the reactants needed to synthesize it. The reactants are: [NH:1]1[C:5]2[CH:6]=[CH:7][CH:8]=[CH:9][C:4]=2[N:3]=[C:2]1[C:10]([N:12]([CH2:34][CH:35]([CH3:37])[CH3:36])[C@H:13]1[CH2:18][C@@H:17]([C:19]([N:21]2[CH2:26][CH2:25][O:24][CH2:23][CH2:22]2)=[O:20])[CH2:16][N:15]([C:27]([O:29][C:30]([CH3:33])([CH3:32])[CH3:31])=[O:28])[CH2:14]1)=[O:11].Br[CH2:39][CH2:40][C:41]([O:43][CH2:44][CH3:45])=[O:42].C(=O)([O-])[O-].[Cs+].[Cs+].